This data is from Full USPTO retrosynthesis dataset with 1.9M reactions from patents (1976-2016). The task is: Predict the reactants needed to synthesize the given product. (1) Given the product [C:25]([O:24][C:22]([NH:21][C@@H:4]([CH2:5][C:6]1[CH:11]=[CH:10][C:9]([O:12][CH2:5][C:6]2[CH:11]=[CH:10][CH:9]=[CH:8][CH:7]=2)=[C:8]([P:13]([O:18][CH2:19][CH3:20])([O:15][CH2:16][CH3:17])=[O:14])[CH:7]=1)[C:3]([OH:2])=[O:29])=[O:23])([CH3:26])([CH3:27])[CH3:28], predict the reactants needed to synthesize it. The reactants are: C[O:2][C:3](=[O:29])[C@@H:4]([NH:21][C:22]([O:24][C:25]([CH3:28])([CH3:27])[CH3:26])=[O:23])[CH2:5][C:6]1[CH:11]=[CH:10][C:9]([OH:12])=[C:8]([P:13]([O:18][CH2:19][CH3:20])([O:15][CH2:16][CH3:17])=[O:14])[CH:7]=1.O.[OH-].[Li+].Cl. (2) The reactants are: [F:1][C:2]1([F:33])[CH2:7][CH2:6][CH:5]([CH2:8][C:9]2[N:13]3[C:14]([CH:27]=O)=[CH:15][C:16]([C:18]([NH:20][CH:21]4[CH2:26][CH2:25][O:24][CH2:23][CH2:22]4)=[O:19])=[CH:17][C:12]3=[N:11][C:10]=2[C:29]([F:32])([F:31])[F:30])[CH2:4][CH2:3]1.[C:34](=O)([O-])[O-].[K+].[K+].[N+](=C(P(=O)(OC)OC)C(=O)C)=[N-].C(=O)([O-])O.[Na+]. Given the product [F:33][C:2]1([F:1])[CH2:7][CH2:6][CH:5]([CH2:8][C:9]2[N:13]3[C:14]([C:27]#[CH:34])=[CH:15][C:16]([C:18]([NH:20][CH:21]4[CH2:26][CH2:25][O:24][CH2:23][CH2:22]4)=[O:19])=[CH:17][C:12]3=[N:11][C:10]=2[C:29]([F:32])([F:31])[F:30])[CH2:4][CH2:3]1, predict the reactants needed to synthesize it. (3) Given the product [O:6]([C:7]1[CH:16]=[CH:15][CH:14]=[C:13]2[C:8]=1[CH:9]=[C:10]([C:21]([O-:23])=[O:22])[C@@H:11]([C:17]([F:20])([F:18])[F:19])[O:12]2)[C:5]1[CH:24]=[CH:25][CH:2]=[CH:3][CH:4]=1.[Na+:32], predict the reactants needed to synthesize it. The reactants are: Cl[C:2]1[CH:25]=[CH:24][C:5]([O:6][C:7]2[CH:16]=[CH:15][CH:14]=[C:13]3[C:8]=2[CH:9]=[C:10]([C:21]([OH:23])=[O:22])[C@@H:11]([C:17]([F:20])([F:19])[F:18])[O:12]3)=[C:4](C)[CH:3]=1.CC#N.O.[OH-].[Na+:32]. (4) Given the product [F:1][CH:2]([F:26])[O:3][C:4]1[CH:5]=[C:6]([CH:10]([OH:11])[C:12]([C:18]2[CH:23]=[C:22]([F:24])[CH:21]=[C:20]([F:25])[CH:19]=2)=[O:30])[CH:7]=[CH:8][CH:9]=1, predict the reactants needed to synthesize it. The reactants are: [F:1][CH:2]([F:26])[O:3][C:4]1[CH:5]=[C:6]([CH:10]([C:12]2([C:18]3[CH:23]=[C:22]([F:24])[CH:21]=[C:20]([F:25])[CH:19]=3)SCCCS2)[OH:11])[CH:7]=[CH:8][CH:9]=1.FC(F)(F)C(OC1C(OC(=O)C(F)(F)F)=C(I)C=CC=1)=[O:30].CCCCCC.CCOC(C)=O. (5) Given the product [CH3:23][O:24][C:25]1[CH:26]=[C:27]([N:28]([CH3:29])[C:13]([C:11]2[S:12][C:8]([C:4]3[CH:5]=[CH:6][CH:7]=[C:2]([CH3:1])[CH:3]=3)=[CH:9][N:10]=2)=[O:15])[CH:30]=[CH:31][CH:32]=1, predict the reactants needed to synthesize it. The reactants are: [CH3:1][C:2]1[CH:3]=[C:4]([C:8]2[S:12][C:11]([C:13]([O-:15])=O)=[N:10][CH:9]=2)[CH:5]=[CH:6][CH:7]=1.[Li+].C(Cl)(=O)C(Cl)=O.[CH3:23][O:24][C:25]1[CH:26]=[C:27]([CH:30]=[CH:31][CH:32]=1)[NH:28][CH3:29].C(N(CC)CC)C. (6) Given the product [Cl:17][C:13]1[CH:12]=[C:11]([C:8]2[N:6]3[N:7]=[C:2]([NH:24][CH:20]4[CH2:21][CH2:22][CH2:23][CH:18]([NH2:25])[CH2:19]4)[CH:3]=[CH:4][C:5]3=[N:10][CH:9]=2)[CH:16]=[CH:15][CH:14]=1, predict the reactants needed to synthesize it. The reactants are: Cl[C:2]1[CH:3]=[CH:4][C:5]2[N:6]([C:8]([C:11]3[CH:16]=[CH:15][CH:14]=[C:13]([Cl:17])[CH:12]=3)=[CH:9][N:10]=2)[N:7]=1.[CH:18]1([NH2:25])[CH2:23][CH2:22][CH2:21][CH:20]([NH2:24])[CH2:19]1.C([O-])(O)=O.[Na+].